This data is from Forward reaction prediction with 1.9M reactions from USPTO patents (1976-2016). The task is: Predict the product of the given reaction. (1) Given the reactants [OH:1][C:2]1[CH:7]=[C:6]([O:8][C:9]2[CH:14]=[CH:13][C:12]([S:15]([CH3:18])(=[O:17])=[O:16])=[CH:11][N:10]=2)[CH:5]=[CH:4][C:3]=1[NH:19][N:20]=[C:21]([CH3:27])[C:22]([O:24][CH2:25][CH3:26])=[O:23].[CH3:28][S:29](Cl)(=[O:31])=[O:30], predict the reaction product. The product is: [CH3:28][S:29]([O:1][C:2]1[CH:7]=[C:6]([O:8][C:9]2[CH:14]=[CH:13][C:12]([S:15]([CH3:18])(=[O:16])=[O:17])=[CH:11][N:10]=2)[CH:5]=[CH:4][C:3]=1[NH:19][N:20]=[C:21]([CH3:27])[C:22]([O:24][CH2:25][CH3:26])=[O:23])(=[O:31])=[O:30]. (2) Given the reactants [CH3:1][C:2]1([CH3:15])[C@@H:4]2[CH2:5][C:6]3[C:10]([C@H:3]12)=[C:9]([CH3:11])[S:8][C:7]=3[C:12]([OH:14])=O.CN(C(ON1N=NC2C=CC=CC1=2)=[N+](C)C)C.[B-](F)(F)(F)F.C(N(C(C)C)C(C)C)C.[NH2:47][CH2:48][C:49]1[CH:58]=[CH:57][C:52]([O:53][CH2:54][CH2:55][OH:56])=[CH:51][C:50]=1[O:59][CH3:60], predict the reaction product. The product is: [OH:56][CH2:55][CH2:54][O:53][C:52]1[CH:57]=[CH:58][C:49]([CH2:48][NH:47][C:12]([C:7]2[S:8][C:9]([CH3:11])=[C:10]3[C:6]=2[CH2:5][C@H:4]2[C:2]([CH3:1])([CH3:15])[C@H:3]23)=[O:14])=[C:50]([O:59][CH3:60])[CH:51]=1. (3) The product is: [C:22]([N:18]1[C:19]2[C:14](=[C:13]3[CH:8]=[CH:9][C:10](=[O:27])[O:11][C:12]3=[CH:21][CH:20]=2)[C@H:15]([NH:26][C:32]2[CH:33]=[CH:34][C:29]([Cl:28])=[CH:30][CH:31]=2)[CH2:16][C@@H:17]1[CH3:25])(=[O:24])[CH3:23]. Given the reactants C([C:8]1[C:13]2=[C:14]3[C:19](=[CH:20][CH:21]=[C:12]2[O:11][C:10](=[O:27])[CH:9]=1)[N:18]([C:22](=[O:24])[CH3:23])[C@@H:17]([CH3:25])[CH2:16][C@H:15]3[NH2:26])C1C=CC=CC=1.[Cl:28][C:29]1[CH:34]=[CH:33][C:32](B(O)O)=[CH:31][CH:30]=1.C(N(CC)CC)C, predict the reaction product. (4) Given the reactants [Cl:1][C:2]1[CH:15]=[C:14]2[C:5]([N:6]=[C:7]3[C:12](=[C:13]2[CH:16]([F:18])[F:17])[CH:11]=[CH:10][CH:9]=[N:8]3)=[CH:4][CH:3]=1.[C-:19]#[N:20].[Na+].CCOC(C)=O.CCCCCC, predict the reaction product. The product is: [Cl:1][C:2]1[CH:3]=[CH:4][C:5]2[NH:6][C:7]3[N:8]=[CH:9][CH:10]=[CH:11][C:12]=3[C:13]([C:19]#[N:20])([CH:16]([F:18])[F:17])[C:14]=2[CH:15]=1. (5) Given the reactants [CH3:1][C@H:2]1[CH2:7][CH2:6][CH2:5][C@@H:4]([CH3:8])[N:3]1[CH2:9][C:10]1[CH:15]=[CH:14][C:13](B2OC(C)(C)C(C)(C)O2)=[CH:12][CH:11]=1.I[C:26]1[CH:39]=[N:38][C:29]2[NH:30][C:31]3[CH:36]=[N:35][C:34]([Br:37])=[CH:33][C:32]=3[C:28]=2[CH:27]=1, predict the reaction product. The product is: [Br:37][C:34]1[N:35]=[CH:36][C:31]2[NH:30][C:29]3[N:38]=[CH:39][C:26]([C:13]4[CH:12]=[CH:11][C:10]([CH2:9][N:3]5[C@H:4]([CH3:8])[CH2:5][CH2:6][CH2:7][C@@H:2]5[CH3:1])=[CH:15][CH:14]=4)=[CH:27][C:28]=3[C:32]=2[CH:33]=1. (6) Given the reactants [CH:1]([C:3]1[CH:4]=[C:5]2[C:9](=[CH:10][CH:11]=1)[NH:8][CH:7]=[CH:6]2)=O.[C:23]([O:22][C:20](O[C:20]([O:22][C:23]([CH3:26])([CH3:25])[CH3:24])=[O:21])=[O:21])([CH3:26])([CH3:25])[CH3:24].[NH:27]1[CH2:32][CH2:31][CH2:30][CH2:29][CH2:28]1.C(O)(=O)C.C(O[BH-](OC(=O)C)OC(=O)C)(=O)C.[Na+].C(=O)([O-])[O-].[Na+].[Na+], predict the reaction product. The product is: [N:27]1([CH2:1][C:3]2[CH:4]=[C:5]3[C:9](=[CH:10][CH:11]=2)[N:8]([C:20]([O:22][C:23]([CH3:24])([CH3:25])[CH3:26])=[O:21])[CH:7]=[CH:6]3)[CH2:32][CH2:31][CH2:30][CH2:29][CH2:28]1.